The task is: Predict the reaction yield, written as a fraction of the theoretical maximum amount of product (1.0 means a 100% yield; for example, 0.34 means a 34% yield).. This data is from Reaction yield outcomes from USPTO patents with 853,638 reactions. The reactants are Cl[C:2]1[N:7]=[C:6]([N:8]([C:10]2[CH:15]=[CH:14][CH:13]=[C:12]([O:16][CH3:17])[N:11]=2)[CH3:9])[CH:5]=[CH:4][N:3]=1.[N:18]1([C:24]2[CH:25]=[C:26]([CH:28]=[C:29]([N:31]3[CH2:36][CH2:35][O:34][CH2:33][CH2:32]3)[CH:30]=2)[NH2:27])[CH2:23][CH2:22][O:21][CH2:20][CH2:19]1. No catalyst specified. The product is [N:18]1([C:24]2[CH:25]=[C:26]([NH:27][C:2]3[N:7]=[C:6]([N:8]([C:10]4[CH:15]=[CH:14][CH:13]=[C:12]([O:16][CH3:17])[N:11]=4)[CH3:9])[CH:5]=[CH:4][N:3]=3)[CH:28]=[C:29]([N:31]3[CH2:32][CH2:33][O:34][CH2:35][CH2:36]3)[CH:30]=2)[CH2:23][CH2:22][O:21][CH2:20][CH2:19]1. The yield is 0.630.